This data is from Full USPTO retrosynthesis dataset with 1.9M reactions from patents (1976-2016). The task is: Predict the reactants needed to synthesize the given product. Given the product [CH3:1][O:2][C:3]1[CH:8]=[CH:7][CH:6]=[CH:5][C:4]=1[C:9]1[C:17]2[C:12](=[N:13][CH:14]=[C:15]([C:40]3[CH:39]=[C:38]([CH:42]([OH:47])[CH:43]([OH:46])[CH2:44][CH3:45])[CH:37]=[CH:36][CH:41]=3)[CH:16]=2)[N:11]([CH2:27][O:28][CH2:29][CH2:30][Si:31]([CH3:32])([CH3:33])[CH3:34])[N:10]=1, predict the reactants needed to synthesize it. The reactants are: [CH3:1][O:2][C:3]1[CH:8]=[CH:7][CH:6]=[CH:5][C:4]=1[C:9]1[C:17]2[C:12](=[N:13][CH:14]=[C:15](B3OC(C)(C)C(C)(C)O3)[CH:16]=2)[N:11]([CH2:27][O:28][CH2:29][CH2:30][Si:31]([CH3:34])([CH3:33])[CH3:32])[N:10]=1.Br[C:36]1[CH:37]=[C:38]([C@H:42]([OH:47])[C@@H:43]([OH:46])[CH2:44][CH3:45])[CH:39]=[CH:40][CH:41]=1.C(=O)([O-])[O-].[Na+].[Na+].Cl.